From a dataset of Full USPTO retrosynthesis dataset with 1.9M reactions from patents (1976-2016). Predict the reactants needed to synthesize the given product. (1) Given the product [Cl:15][C:16]1[C:21]([C:22]2[C:23]([F:30])=[CH:24][C:25]([F:29])=[CH:26][C:27]=2[F:28])=[C:20]([NH:5][C@@H:3]([C:2]([CH3:7])([CH3:6])[CH3:1])[CH3:4])[N:19]2[N:32]=[CH:33][N:34]=[C:18]2[N:17]=1, predict the reactants needed to synthesize it. The reactants are: [CH3:1][C:2]([CH3:7])([CH3:6])[C@H:3]([NH2:5])[CH3:4].C(N(CC)CC)C.[Cl:15][C:16]1[C:21]([C:22]2[C:27]([F:28])=[CH:26][C:25]([F:29])=[CH:24][C:23]=2[F:30])=[C:20](Cl)[N:19]2[N:32]=[CH:33][N:34]=[C:18]2[N:17]=1. (2) Given the product [Cl:29][CH2:30][C:31]1[N:8]([CH2:9][CH2:10][NH:11][C:12](=[O:18])[O:13][C:14]([CH3:17])([CH3:16])[CH3:15])[C:7]2[C:6]([CH3:19])=[C:5]([CH3:20])[N:4]=[C:3]([O:21][C:22]3[CH:23]=[CH:24][CH:25]=[CH:26][CH:27]=3)[C:2]=2[N:1]=1, predict the reactants needed to synthesize it. The reactants are: [NH2:1][C:2]1[C:3]([O:21][C:22]2[CH:27]=[CH:26][CH:25]=[CH:24][CH:23]=2)=[N:4][C:5]([CH3:20])=[C:6]([CH3:19])[C:7]=1[NH:8][CH2:9][CH2:10][NH:11][C:12](=[O:18])[O:13][C:14]([CH3:17])([CH3:16])[CH3:15].Cl.[Cl:29][CH2:30][C:31](=N)OCC. (3) Given the product [C:1]([C:5]1[CH:43]=[CH:42][C:8]2[C:9](=[O:41])[N:10]([C:14]3[CH:21]=[CH:20][CH:19]=[C:18]([C:22]4[CH:27]=[C:26]([NH:28][C:29]5[CH:34]=[CH:33][C:32]([S:35]([CH3:38])(=[O:37])=[O:36])=[CH:31][N:30]=5)[C:25](=[O:39])[N:24]([CH3:40])[N:23]=4)[C:15]=3[CH2:16][OH:17])[CH2:11][CH2:12][O:13][C:7]=2[CH:6]=1)([CH3:4])([CH3:2])[CH3:3], predict the reactants needed to synthesize it. The reactants are: [C:1]([C:5]1[CH:43]=[CH:42][C:8]2[C:9](=[O:41])[N:10]([C:14]3[CH:21]=[CH:20][CH:19]=[C:18]([C:22]4[CH:27]=[C:26]([NH:28][C:29]5[CH:34]=[CH:33][C:32]([S:35]([CH3:38])(=[O:37])=[O:36])=[CH:31][N:30]=5)[C:25](=[O:39])[N:24]([CH3:40])[N:23]=4)[C:15]=3[CH:16]=[O:17])[CH2:11][CH2:12][O:13][C:7]=2[CH:6]=1)([CH3:4])([CH3:3])[CH3:2].[BH4-].[Na+]. (4) The reactants are: [O:1]1[CH:5]=[CH:4][CH:3]=[C:2]1[CH2:6][NH:7][S:8]([C:11]1[CH:20]=[CH:19][CH:18]=[C:17]2[C:12]=1[CH:13]=[CH:14][CH:15]=[C:16]2[NH:21]C(=O)C)(=[O:10])=[O:9].[OH-].[Na+].[ClH:27]. Given the product [ClH:27].[NH2:21][C:16]1[CH:15]=[CH:14][CH:13]=[C:12]2[C:17]=1[CH:18]=[CH:19][CH:20]=[C:11]2[S:8]([NH:7][CH2:6][C:2]1[O:1][CH:5]=[CH:4][CH:3]=1)(=[O:10])=[O:9], predict the reactants needed to synthesize it. (5) Given the product [NH2:8][C:9]1[CH:14]=[CH:13][C:12]([C:15]2[S:16][CH:17]=[CH:18][CH:19]=2)=[CH:11][C:10]=1[NH:20][C:21]([C:23]1[CH:28]=[CH:27][C:26]([C:29](=[O:38])[CH2:30][CH2:31][P:32]([CH3:37])(=[O:36])[O:33][CH2:34][CH3:35])=[CH:25][CH:24]=1)=[O:22], predict the reactants needed to synthesize it. The reactants are: CC(OC([NH:8][C:9]1[CH:14]=[CH:13][C:12]([C:15]2[S:16][CH:17]=[CH:18][CH:19]=2)=[CH:11][C:10]=1[NH:20][C:21]([C:23]1[CH:28]=[CH:27][C:26]([C:29](=[O:38])[CH2:30][CH2:31][P:32]([CH3:37])(=[O:36])[O:33][CH2:34][CH3:35])=[CH:25][CH:24]=1)=[O:22])=O)(C)C.C(O)(C(F)(F)F)=O.C([O-])(O)=O.[Na+].